From a dataset of Forward reaction prediction with 1.9M reactions from USPTO patents (1976-2016). Predict the product of the given reaction. (1) The product is: [Si:1]([O:8][C@@H:9]1[C@@H:14]([CH3:15])[CH2:13][N:12]([C:16]2[CH:21]=[CH:20][N:19]=[CH:18][C:17]=2[NH:22][C:23](=[O:41])[C:24]2[CH:29]=[CH:28][C:27]([F:30])=[C:26]([C:31]3[C:32]([F:40])=[CH:33][C:34]([CH2:38][CH3:39])=[CH:35][C:36]=3[F:37])[N:25]=2)[CH2:11][C@H:10]1[NH:42][C:43](=[O:49])[O:44][C:45]([CH3:46])([CH3:48])[CH3:47])([C:4]([CH3:5])([CH3:6])[CH3:7])([CH3:3])[CH3:2]. Given the reactants [Si:1]([O:8][C@@H:9]1[C@@H:14]([CH3:15])[CH2:13][N:12]([C:16]2[CH:21]=[CH:20][N:19]=[CH:18][C:17]=2[NH:22][C:23](=[O:41])[C:24]2[CH:29]=[CH:28][C:27]([F:30])=[C:26]([C:31]3[C:36]([F:37])=[CH:35][C:34]([CH:38]=[CH2:39])=[CH:33][C:32]=3[F:40])[N:25]=2)[CH2:11][C@H:10]1[NH:42][C:43](=[O:49])[O:44][C:45]([CH3:48])([CH3:47])[CH3:46])([C:4]([CH3:7])([CH3:6])[CH3:5])([CH3:3])[CH3:2], predict the reaction product. (2) Given the reactants [H-].[Na+].[NH:3]1[CH2:7][CH2:6][N:5]2[N:8]=[CH:9][CH:10]=[C:4]12.Br[CH2:12][CH2:13][CH2:14][NH:15][C:16](=[O:22])[O:17][C:18]([CH3:21])([CH3:20])[CH3:19].O, predict the reaction product. The product is: [N:3]1([CH2:12][CH2:13][CH2:14][NH:15][C:16](=[O:22])[O:17][C:18]([CH3:21])([CH3:20])[CH3:19])[CH2:7][CH2:6][N:5]2[N:8]=[CH:9][CH:10]=[C:4]12. (3) Given the reactants F[C:2]1[CH:7]=[CH:6][C:5](C)=[C:4]([N+:9]([O-:11])=[O:10])[CH:3]=1.[NH2:12][CH2:13][C@@H:14]1[CH2:18][CH2:17][N:16]([C:19]([O:21][C:22]([CH3:25])([CH3:24])[CH3:23])=[O:20])[CH2:15]1.[CH3:26]CN(C(C)C)C(C)C, predict the reaction product. The product is: [CH3:26][C:7]1[CH:2]=[CH:3][C:4]([N+:9]([O-:11])=[O:10])=[C:5]([NH:12][CH2:13][C@@H:14]2[CH2:18][CH2:17][N:16]([C:19]([O:21][C:22]([CH3:25])([CH3:24])[CH3:23])=[O:20])[CH2:15]2)[CH:6]=1. (4) Given the reactants Cl[C:2]1[N:7]=[CH:6][C:5]2[C:8]([C:30]3[CH:35]=[CH:34][C:33]([F:36])=[CH:32][CH:31]=3)=[N:9][N:10]([C:11]([C:24]3[CH:29]=[CH:28][CH:27]=[CH:26][CH:25]=3)([C:18]3[CH:23]=[CH:22][CH:21]=[CH:20][CH:19]=3)[C:12]3[CH:17]=[CH:16][CH:15]=[CH:14][CH:13]=3)[C:4]=2[CH:3]=1.[C:37](=[O:44])([O:39][C:40]([CH3:43])([CH3:42])[CH3:41])[NH2:38].CC(C)([O-])C.[K+], predict the reaction product. The product is: [F:36][C:33]1[CH:32]=[CH:31][C:30]([C:8]2[C:5]3[CH:6]=[N:7][C:2]([NH:38][C:37](=[O:44])[O:39][C:40]([CH3:43])([CH3:42])[CH3:41])=[CH:3][C:4]=3[N:10]([C:11]([C:24]3[CH:25]=[CH:26][CH:27]=[CH:28][CH:29]=3)([C:12]3[CH:13]=[CH:14][CH:15]=[CH:16][CH:17]=3)[C:18]3[CH:19]=[CH:20][CH:21]=[CH:22][CH:23]=3)[N:9]=2)=[CH:35][CH:34]=1. (5) Given the reactants C1C2C(=CC=CC=2)CN1.[CH2:10]1[C:19]2[C:14](=[CH:15][CH:16]=[CH:17][CH:18]=2)[CH2:13]C[N:11]1[C:20]([Cl:22])=[O:21], predict the reaction product. The product is: [CH2:13]1[C:14]2[C:19](=[CH:18][CH:17]=[CH:16][CH:15]=2)[CH2:10][N:11]1[C:20]([Cl:22])=[O:21].